Dataset: Forward reaction prediction with 1.9M reactions from USPTO patents (1976-2016). Task: Predict the product of the given reaction. (1) Given the reactants C([Li])CCC.[CH:6]([N:9]1[C:13]([C:14]2[CH:19]=[CH:18][N:17]=[C:16]([NH:20][C:21]3[CH:26]=[CH:25][CH:24]=[CH:23][CH:22]=3)[N:15]=2)=[CH:12][N:11]=[CH:10]1)([CH3:8])[CH3:7].CN([CH:30]=[O:31])C, predict the reaction product. The product is: [NH:20]([C:16]1[N:15]=[C:14]([C:13]2[N:9]([CH:6]([CH3:8])[CH3:7])[C:10]([CH:30]=[O:31])=[N:11][CH:12]=2)[CH:19]=[CH:18][N:17]=1)[C:21]1[CH:26]=[CH:25][CH:24]=[CH:23][CH:22]=1. (2) The product is: [CH3:3][C:4]1([CH2:23][CH2:22][CH2:21][CH2:20][CH2:19][C:18]([OH:25])=[O:17])[CH2:13][CH2:12][C:11]2[C:6](=[CH:7][CH:8]=[CH:9][CH:10]=2)[C:5]1=[O:14]. Given the reactants [H-].[Na+].[CH3:3][CH:4]1[CH2:13][CH2:12][C:11]2[C:6](=[CH:7][CH:8]=[CH:9][CH:10]=2)[C:5]1=[O:14].C([O:17][C:18](=[O:25])[CH2:19][CH2:20][CH2:21][CH2:22][CH2:23]Br)C, predict the reaction product. (3) The product is: [N:11]1[CH:12]=[CH:13][CH:14]=[CH:15][C:10]=1[N:9]([C:7]1[S:6][CH:29]=[N:30][N:8]=1)[CH2:25][CH2:24][CH2:23][CH2:22][CH2:21][CH2:20][C:19]([O:18][CH2:16][CH3:17])=[O:27]. Given the reactants [H-].[Na+].CC1[N:8]=[C:7]([NH:9][C:10]2[CH:15]=[CH:14][CH:13]=[CH:12][N:11]=2)[S:6]N=1.[CH2:16]([O:18][C:19](=[O:27])[CH2:20][CH2:21][CH2:22][CH2:23][CH2:24][CH2:25]I)[CH3:17].O.[CH3:29][N:30](C=O)C, predict the reaction product. (4) Given the reactants [Br:1][C:2]1[C:7]2[O:8][CH:9]([C:12]([O:14][CH2:15][CH3:16])=[O:13])[CH2:10][NH:11][C:6]=2[CH:5]=[CH:4][CH:3]=1.[C:17](=O)([O-])[O-].[Cs+].[Cs+].CI.C(OCC)(=O)C, predict the reaction product. The product is: [Br:1][C:2]1[C:7]2[O:8][CH:9]([C:12]([O:14][CH2:15][CH3:16])=[O:13])[CH2:10][N:11]([CH3:17])[C:6]=2[CH:5]=[CH:4][CH:3]=1.